The task is: Predict the reactants needed to synthesize the given product.. This data is from Full USPTO retrosynthesis dataset with 1.9M reactions from patents (1976-2016). (1) Given the product [CH3:21][C:18]1([CH3:22])[CH2:19][O:20][B:15]([C:2]2[CH:3]=[C:4]([C:8]3[CH:13]=[CH:12][N:11]=[C:10]([OH:14])[N:9]=3)[CH:5]=[CH:6][CH:7]=2)[O:16][CH2:17]1, predict the reactants needed to synthesize it. The reactants are: Br[C:2]1[CH:3]=[C:4]([C:8]2[CH:13]=[CH:12][N:11]=[C:10]([OH:14])[N:9]=2)[CH:5]=[CH:6][CH:7]=1.[B:15]1([B:15]2[O:20][CH2:19][C:18]([CH3:22])([CH3:21])[CH2:17][O:16]2)[O:20][CH2:19][C:18]([CH3:22])([CH3:21])[CH2:17][O:16]1.C([O-])(=O)C.[K+].N#N.Cl. (2) Given the product [Cl:9][C:10]1[CH:11]=[C:12]([NH:13][C:2]2[N:7]=[CH:6][C:5]([Br:8])=[CH:4][N:3]=2)[CH:14]=[CH:15][C:16]=1[Cl:17], predict the reactants needed to synthesize it. The reactants are: Cl[C:2]1[N:7]=[CH:6][C:5]([Br:8])=[CH:4][N:3]=1.[Cl:9][C:10]1[CH:11]=[C:12]([CH:14]=[CH:15][C:16]=1[Cl:17])[NH2:13]. (3) Given the product [C:16]1([NH:1][C:2]2[CH:15]=[CH:14][C:5]([CH2:6][N:7]3[C:11](=[O:12])[CH2:10][S:9][C:8]3=[O:13])=[CH:4][CH:3]=2)[CH:21]=[CH:20][CH:19]=[CH:18][CH:17]=1, predict the reactants needed to synthesize it. The reactants are: [NH2:1][C:2]1[CH:15]=[CH:14][C:5]([CH2:6][N:7]2[C:11](=[O:12])[CH2:10][S:9][C:8]2=[O:13])=[CH:4][CH:3]=1.[C:16]1(B(O)O)[CH:21]=[CH:20][CH:19]=[CH:18][CH:17]=1.C(N(CC)CC)C. (4) Given the product [OH:32][CH2:31][CH2:30][CH2:29][N:4]1[C:5](=[O:28])[C:6]2[C:10]([C:11](=[O:16])[CH2:12][CH:13]([CH3:15])[CH3:14])=[C:9]([C:17]3[CH:22]=[CH:21][CH:20]=[C:19]([O:23][C:24]([F:26])([F:25])[F:27])[CH:18]=3)[S:8][C:7]=2[N:2]([CH3:1])[C:3]1=[O:39], predict the reactants needed to synthesize it. The reactants are: [CH3:1][N:2]1[C:7]2[S:8][C:9]([C:17]3[CH:22]=[CH:21][CH:20]=[C:19]([O:23][C:24]([F:27])([F:26])[F:25])[CH:18]=3)=[C:10]([C:11](=[O:16])[CH2:12][CH:13]([CH3:15])[CH3:14])[C:6]=2[C:5](=[O:28])[N:4]([CH2:29][CH2:30][CH2:31][O:32]C2CCCCO2)[C:3]1=[O:39]. (5) Given the product [CH2:4]([N:11]1[C:20]([C:21]([OH:23])=[O:22])=[C:19]([C:24]2[CH:29]=[CH:28][CH:27]=[CH:26][CH:25]=2)[C:18]2[C:13](=[CH:14][CH:15]=[C:16]([O:2][CH3:1])[CH:17]=2)[C:12]1=[O:31])[C:5]1[CH:10]=[CH:9][CH:8]=[CH:7][CH:6]=1, predict the reactants needed to synthesize it. The reactants are: [CH3:1][O-:2].[Na+].[CH2:4]([N:11]1[C:20]([C:21]([OH:23])=[O:22])=[C:19]([C:24]2[CH:29]=[CH:28][CH:27]=[CH:26][CH:25]=2)[C:18]2[C:13](=[CH:14][CH:15]=[C:16](F)[CH:17]=2)[C:12]1=[O:31])[C:5]1[CH:10]=[CH:9][CH:8]=[CH:7][CH:6]=1.O.Cl. (6) Given the product [Cl:1][C:2]1[N:7]=[C:6]([O:8][C:9]2[C:15]([CH3:16])=[CH:14][C:12]([N:13]=[CH:24][N:25]([CH2:26][CH3:27])[CH3:28])=[C:11]([CH3:17])[CH:10]=2)[CH:5]=[C:4]([CH3:18])[N:3]=1, predict the reactants needed to synthesize it. The reactants are: [Cl:1][C:2]1[N:7]=[C:6]([O:8][C:9]2[C:15]([CH3:16])=[CH:14][C:12]([NH2:13])=[C:11]([CH3:17])[CH:10]=2)[CH:5]=[C:4]([CH3:18])[N:3]=1.C(#N)C.CO[CH:24](OC)[N:25]([CH3:28])[CH2:26][CH3:27].